From a dataset of Peptide-MHC class I binding affinity with 185,985 pairs from IEDB/IMGT. Regression. Given a peptide amino acid sequence and an MHC pseudo amino acid sequence, predict their binding affinity value. This is MHC class I binding data. (1) The peptide sequence is MLNIMNRRKR. The MHC is HLA-A31:01 with pseudo-sequence HLA-A31:01. The binding affinity (normalized) is 0. (2) The peptide sequence is ITKGLGISYGR. The MHC is HLA-A02:02 with pseudo-sequence HLA-A02:02. The binding affinity (normalized) is 0.0150. (3) The peptide sequence is VLMMLVAPSY. The MHC is HLA-A01:01 with pseudo-sequence HLA-A01:01. The binding affinity (normalized) is 0.361. (4) The peptide sequence is GEYAPFARL. The MHC is HLA-A03:01 with pseudo-sequence HLA-A03:01. The binding affinity (normalized) is 0.0847. (5) The peptide sequence is MCISLSTAI. The MHC is HLA-B54:01 with pseudo-sequence HLA-B54:01. The binding affinity (normalized) is 0.408.